From a dataset of Full USPTO retrosynthesis dataset with 1.9M reactions from patents (1976-2016). Predict the reactants needed to synthesize the given product. (1) Given the product [F:1][C:2]1[CH:3]=[N:4][C:5]([O:12][C:13]2[CH:18]=[CH:17][C:16]([F:19])=[CH:15][CH:14]=2)=[C:6]([CH:11]=1)[C:7]([OH:9])=[O:8], predict the reactants needed to synthesize it. The reactants are: [F:1][C:2]1[CH:3]=[N:4][C:5]([O:12][C:13]2[CH:18]=[CH:17][C:16]([F:19])=[CH:15][CH:14]=2)=[C:6]([CH:11]=1)[C:7]([O:9]C)=[O:8].[OH-].[Na+].Cl. (2) Given the product [Cl:14][C:2]1[CH:7]=[CH:6][N:5]=[C:4]([C:8]([F:11])([F:10])[F:9])[CH:3]=1, predict the reactants needed to synthesize it. The reactants are: O[C:2]1[CH:7]=[CH:6][N:5]=[C:4]([C:8]([F:11])([F:10])[F:9])[CH:3]=1.S(Cl)([Cl:14])=O. (3) Given the product [CH2:1]=[C:2]1[CH2:6][C@@H:5]([C:7]([OH:9])=[O:8])[C@H:4]([C:11]2[CH:12]=[CH:13][CH:14]=[CH:15][CH:16]=2)[CH2:3]1, predict the reactants needed to synthesize it. The reactants are: [CH2:1]=[C:2]1[CH2:6][C@@H:5]([C:7]([O:9]C)=[O:8])[C@H:4]([C:11]2[CH:16]=[CH:15][CH:14]=[CH:13][CH:12]=2)[CH2:3]1.[OH-].[Na+]. (4) Given the product [CH3:34][O:33][C:28]1[C:27]([N:26]2[C:17]3[C:16]4[CH:15]=[C:14]([C:7]5[CH:8]=[CH:9][C:4]([C:2]([NH2:1])=[O:3])=[CH:5][CH:6]=5)[CH:23]=[CH:22][C:21]=4[N:20]=[CH:19][C:18]=3[N:24]([CH3:36])[C:25]2=[O:35])=[CH:32][CH:31]=[CH:30][N:29]=1, predict the reactants needed to synthesize it. The reactants are: [NH2:1][C:2]([C:4]1[CH:9]=[CH:8][C:7](B(O)O)=[CH:6][CH:5]=1)=[O:3].Br[C:14]1[CH:23]=[CH:22][C:21]2[N:20]=[CH:19][C:18]3[N:24]([CH3:36])[C:25](=[O:35])[N:26]([C:27]4[C:28]([O:33][CH3:34])=[N:29][CH:30]=[CH:31][CH:32]=4)[C:17]=3[C:16]=2[CH:15]=1. (5) Given the product [Cl:2][C:3]1[C:8]([Cl:9])=[CH:7][CH:6]=[CH:5][C:4]=1[N:10]1[CH2:15][CH2:14][N:13]([CH2:26][CH2:27][CH2:28][CH2:29][C:30]([N:32]2[C:40]3[C:35](=[CH:36][CH:37]=[CH:38][CH:39]=3)[CH2:34][CH2:33]2)=[O:31])[CH2:12][CH2:11]1, predict the reactants needed to synthesize it. The reactants are: Cl.[Cl:2][C:3]1[C:8]([Cl:9])=[CH:7][CH:6]=[CH:5][C:4]=1[N:10]1[CH2:15][CH2:14][NH:13][CH2:12][CH2:11]1.C(N(C(C)C)CC)(C)C.Br[CH2:26][CH2:27][CH2:28][CH2:29][C:30]([N:32]1[C:40]2[C:35](=[CH:36][CH:37]=[CH:38][CH:39]=2)[CH2:34][CH2:33]1)=[O:31]. (6) Given the product [CH3:35][O:36][CH2:37][C:38]([NH:2][C:3]1[C:8]2[CH2:9][N:10]([CH:13]([C:15]3[CH:16]=[N:17][C:18]([O:22][CH2:23][C:24]([F:26])([F:27])[F:25])=[C:19]([CH3:21])[CH:20]=3)[CH3:14])[C:11](=[O:12])[C:7]=2[CH:6]=[CH:5][N:4]=1)=[O:39], predict the reactants needed to synthesize it. The reactants are: Cl.[NH2:2][C:3]1[C:8]2[CH2:9][N:10]([CH:13]([C:15]3[CH:16]=[N:17][C:18]([O:22][CH2:23][C:24]([F:27])([F:26])[F:25])=[C:19]([CH3:21])[CH:20]=3)[CH3:14])[C:11](=[O:12])[C:7]=2[CH:6]=[CH:5][N:4]=1.C(N(CC)CC)C.[CH3:35][O:36][CH2:37][C:38](Cl)=[O:39]. (7) Given the product [CH2:1]([C:3]1[S:12][C:6]2[N:7]=[CH:8][NH:9][C:10](=[O:11])[C:5]=2[C:4]=1[I:13])[CH3:2], predict the reactants needed to synthesize it. The reactants are: [CH2:1]([C:3]1[S:12][C:6]2[N:7]=[CH:8][NH:9][C:10](=[O:11])[C:5]=2[CH:4]=1)[CH3:2].[I:13]I. (8) Given the product [C@@H:1]1([O:11][CH2:12][CH2:13][NH:14][C:15](=[O:51])[CH2:16][N:17]([CH2:34][C:35](=[O:50])[NH:36][CH2:37][CH2:38][O:39][C@@H:40]2[O:48][C@@H:47]([CH3:49])[C@@H:45]([OH:46])[C@@H:43]([OH:44])[C@@H:41]2[OH:42])[C:18](=[O:33])[CH2:19][CH2:20][CH2:21][CH2:22][C:23]([OH:25])=[O:24])[O:9][C@@H:8]([CH3:10])[C@@H:6]([OH:7])[C@@H:4]([OH:5])[C@@H:2]1[OH:3], predict the reactants needed to synthesize it. The reactants are: [C@@H:1]1([O:11][CH2:12][CH2:13][NH:14][C:15](=[O:51])[CH2:16][N:17]([CH2:34][C:35](=[O:50])[NH:36][CH2:37][CH2:38][O:39][C@@H:40]2[O:48][C@@H:47]([CH3:49])[C@@H:45]([OH:46])[C@@H:43]([OH:44])[C@@H:41]2[OH:42])[C:18](=[O:33])[CH2:19][CH2:20][CH2:21][CH2:22][C:23]([O:25]CC2C=CC=CC=2)=[O:24])[O:9][C@@H:8]([CH3:10])[C@@H:6]([OH:7])[C@@H:4]([OH:5])[C@@H:2]1[OH:3]. (9) Given the product [Cl:1][CH2:2][CH2:3][CH2:4][N:5]1[C:13]2[C:8](=[CH:9][CH:10]=[CH:11][C:12]=2[O:14][CH:15]([CH3:17])[CH3:16])[C:7]([C:19]([NH:18][CH2:21][C:22]2[CH:27]=[CH:26][CH:25]=[C:24]([CH3:28])[CH:23]=2)=[O:20])=[CH:6]1, predict the reactants needed to synthesize it. The reactants are: [Cl:1][CH2:2][CH2:3][CH2:4][N:5]1[C:13]2[C:8](=[CH:9][CH:10]=[CH:11][C:12]=2[O:14][CH:15]([CH3:17])[CH3:16])[CH:7]=[CH:6]1.[N:18]([CH2:21][C:22]1[CH:27]=[CH:26][CH:25]=[C:24]([CH3:28])[CH:23]=1)=[C:19]=[O:20].